This data is from Forward reaction prediction with 1.9M reactions from USPTO patents (1976-2016). The task is: Predict the product of the given reaction. (1) Given the reactants [C:1]([C:4]1[C:8]([CH3:9])=[C:7]([C:10]2[CH:15]=[CH:14][N:13]=[CH:12][CH:11]=2)[N:6](COCC[Si](C)(C)C)[C:5]=1[CH3:24])(=[O:3])[CH3:2].Cl.C([O-])(O)=O.[Na+], predict the reaction product. The product is: [C:1]([C:4]1[C:8]([CH3:9])=[C:7]([C:10]2[CH:15]=[CH:14][N:13]=[CH:12][CH:11]=2)[NH:6][C:5]=1[CH3:24])(=[O:3])[CH3:2]. (2) Given the reactants [CH2:1]([O:8][C:9]1[C:19]([Cl:20])=[CH:18][C:12]([C:13]([O:15]CC)=[O:14])=[CH:11][C:10]=1[Cl:21])[C:2]1[CH:7]=[CH:6][CH:5]=[CH:4][CH:3]=1.[OH-].[K+], predict the reaction product. The product is: [CH2:1]([O:8][C:9]1[C:10]([Cl:21])=[CH:11][C:12]([C:13]([OH:15])=[O:14])=[CH:18][C:19]=1[Cl:20])[C:2]1[CH:3]=[CH:4][CH:5]=[CH:6][CH:7]=1. (3) Given the reactants [F:1][C:2]([F:45])([F:44])[C:3]1[CH:4]=[C:5]([C:13]([CH3:43])([CH3:42])[C:14]([N:16]([CH3:41])[C:17]2[C:18]([C:34]3[CH:39]=[CH:38][CH:37]=[CH:36][C:35]=3[CH3:40])=[CH:19][C:20]([N:23]3[CH2:27][C@H:26](O)[CH2:25][C@H:24]3[CH2:29][O:30][C:31](=[O:33])[CH3:32])=[N:21][CH:22]=2)=[O:15])[CH:6]=[C:7]([C:9]([F:12])([F:11])[F:10])[CH:8]=1.C(N(S(F)(F)[F:52])CC)C, predict the reaction product. The product is: [F:11][C:9]([F:10])([F:12])[C:7]1[CH:6]=[C:5]([C:13]([CH3:43])([CH3:42])[C:14]([N:16]([CH3:41])[C:17]2[C:18]([C:34]3[CH:39]=[CH:38][CH:37]=[CH:36][C:35]=3[CH3:40])=[CH:19][C:20]([N:23]3[CH2:27][C@@H:26]([F:52])[CH2:25][C@H:24]3[CH2:29][O:30][C:31](=[O:33])[CH3:32])=[N:21][CH:22]=2)=[O:15])[CH:4]=[C:3]([C:2]([F:1])([F:44])[F:45])[CH:8]=1. (4) Given the reactants Br[C:2]1[CH:28]=[CH:27][C:5]([CH2:6][S:7][C:8]2[C:18]3[CH2:17][CH2:16][N:15]([C:19]([O:21][C:22]([CH3:25])([CH3:24])[CH3:23])=[O:20])[CH2:14][CH2:13][C:12]=3[CH:11]=[CH:10][C:9]=2[Cl:26])=[CH:4][C:3]=1[F:29].[F:30][C:31]1[CH:32]=[CH:33][C:34]([O:40][CH3:41])=[C:35](B(O)O)[CH:36]=1.C(=O)([O-])[O-].[K+].[K+].C1(P(C2C=CC=CC=2)C2C=CC=CC=2)C=CC=CC=1, predict the reaction product. The product is: [C:22]([O:21][C:19]([N:15]1[CH2:16][CH2:17][C:18]2[C:8]([S:7][CH2:6][C:5]3[CH:27]=[CH:28][C:2]([C:33]4[CH:32]=[C:31]([F:30])[CH:36]=[CH:35][C:34]=4[O:40][CH3:41])=[C:3]([F:29])[CH:4]=3)=[C:9]([Cl:26])[CH:10]=[CH:11][C:12]=2[CH2:13][CH2:14]1)=[O:20])([CH3:25])([CH3:24])[CH3:23].